This data is from Full USPTO retrosynthesis dataset with 1.9M reactions from patents (1976-2016). The task is: Predict the reactants needed to synthesize the given product. (1) Given the product [F:33][C:19]1[CH:20]=[C:21]([CH2:22][N:23]2[CH2:26][CH:25]([C:27]([O:29][CH3:30])=[O:28])[CH2:24]2)[CH:31]=[CH:32][C:18]=1[C:16]1[O:15][C:3]2[CH:4]=[CH:5][C:6]([CH2:8][C:9]3[N:14]=[CH:13][CH:12]=[CH:11][N:10]=3)=[CH:7][C:2]=2[CH:17]=1, predict the reactants needed to synthesize it. The reactants are: I[C:2]1[CH:7]=[C:6]([CH2:8][C:9]2[N:14]=[CH:13][CH:12]=[CH:11][N:10]=2)[CH:5]=[CH:4][C:3]=1[OH:15].[C:16]([C:18]1[CH:32]=[CH:31][C:21]([CH2:22][N:23]2[CH2:26][CH:25]([C:27]([O:29][CH3:30])=[O:28])[CH2:24]2)=[CH:20][C:19]=1[F:33])#[CH:17]. (2) Given the product [C:29]([O:33][C:34]([N:36]1[C:44]2[C:39](=[CH:40][CH:41]=[CH:42][CH:43]=2)[CH:38]=[C:37]1[C:45]1[CH:50]=[C:49]([C:9]2[CH:10]=[C:3]([O:2][CH3:1])[C:4]([O:20][CH2:21][O:22][CH2:23][CH2:24][Si:25]([CH3:26])([CH3:27])[CH3:28])=[C:5]([CH:6]=[O:7])[CH:8]=2)[N:48]=[N:47][C:46]=1[O:52][CH3:53])=[O:35])([CH3:32])([CH3:31])[CH3:30], predict the reactants needed to synthesize it. The reactants are: [CH3:1][O:2][C:3]1[C:4]([O:20][CH2:21][O:22][CH2:23][CH2:24][Si:25]([CH3:28])([CH3:27])[CH3:26])=[C:5]([CH:8]=[C:9](B2OC(C)(C)C(C)(C)O2)[CH:10]=1)[CH:6]=[O:7].[C:29]([O:33][C:34]([N:36]1[C:44]2[C:39](=[CH:40][CH:41]=[CH:42][CH:43]=2)[CH:38]=[C:37]1[C:45]1[CH:50]=[C:49](Cl)[N:48]=[N:47][C:46]=1[O:52][CH3:53])=[O:35])([CH3:32])([CH3:31])[CH3:30]. (3) Given the product [CH3:37][C:32]1([CH3:38])[C:33]([CH3:36])([CH3:35])[O:34][B:30]([C:2]2[CH:3]=[N:4][C:5]([N:10]3[CH2:15][CH2:14][CH:13]([C:16]4[O:17][C:18]([C:21]([F:24])([F:23])[F:22])=[N:19][N:20]=4)[CH2:12][CH2:11]3)=[C:6]([CH:9]=2)[C:7]#[N:8])[O:31]1, predict the reactants needed to synthesize it. The reactants are: Br[C:2]1[CH:3]=[N:4][C:5]([N:10]2[CH2:15][CH2:14][CH:13]([C:16]3[O:17][C:18]([C:21]([F:24])([F:23])[F:22])=[N:19][N:20]=3)[CH2:12][CH2:11]2)=[C:6]([CH:9]=1)[C:7]#[N:8].C([O-])(=O)C.[K+].[B:30]1([B:30]2[O:34][C:33]([CH3:36])([CH3:35])[C:32]([CH3:38])([CH3:37])[O:31]2)[O:34][C:33]([CH3:36])([CH3:35])[C:32]([CH3:38])([CH3:37])[O:31]1. (4) Given the product [Br:1][C:2]1[CH:3]=[N:4][C:5]2[N:6]([N:8]=[C:9]([C:11]([N:29]3[CH2:30][CH2:31][C:26]4[O:25][C:24]([Cl:23])=[N:33][C:27]=4[CH:28]3[CH3:32])=[O:12])[CH:10]=2)[CH:7]=1, predict the reactants needed to synthesize it. The reactants are: [Br:1][C:2]1[CH:3]=[N:4][C:5]2[N:6]([N:8]=[C:9]([C:11](N3CCC4C=CNC=4C3C)=[O:12])[CH:10]=2)[CH:7]=1.[Cl:23][C:24]1[O:25][C:26]2[CH2:31][CH2:30][NH:29][CH:28]([CH3:32])[C:27]=2[N:33]=1. (5) Given the product [ClH:39].[NH2:29][C:26]1[CH:27]=[CH:28][C:23]([C:21]([NH:20][CH2:19][C:10]2[C:11]([NH:12][CH:13]3[CH2:14][CH2:15][O:16][CH2:17][CH2:18]3)=[C:6]3[CH:5]=[N:4][N:3]([CH2:1][CH3:2])[C:7]3=[N:8][C:9]=2[CH2:37][CH3:38])=[O:22])=[CH:24][CH:25]=1, predict the reactants needed to synthesize it. The reactants are: [CH2:1]([N:3]1[C:7]2=[N:8][C:9]([CH2:37][CH3:38])=[C:10]([CH2:19][NH:20][C:21]([C:23]3[CH:28]=[CH:27][C:26]([NH:29]C(=O)OC(C)(C)C)=[CH:25][CH:24]=3)=[O:22])[C:11]([NH:12][CH:13]3[CH2:18][CH2:17][O:16][CH2:15][CH2:14]3)=[C:6]2[CH:5]=[N:4]1)[CH3:2].[ClH:39]. (6) Given the product [CH:1]1([C:9]2[CH:10]=[C:11]([C:13]3[C:21]4[C:16](=[CH:17][CH:18]=[C:19]([N+:22]([O-:24])=[O:23])[CH:20]=4)[N:15]([C:25]([C:26]4[CH:27]=[CH:28][CH:29]=[CH:30][CH:31]=4)([C:38]4[CH:39]=[CH:40][CH:41]=[CH:42][CH:43]=4)[C:32]4[CH:37]=[CH:36][CH:35]=[CH:34][CH:33]=4)[N:14]=3)[CH:12]=[CH:7][N:8]=2)[CH2:3][CH2:2]1, predict the reactants needed to synthesize it. The reactants are: [CH:1]1([Mg]Br)[CH2:3][CH2:2]1.Cl[C:7]1[CH:12]=[C:11]([C:13]2[C:21]3[C:16](=[CH:17][CH:18]=[C:19]([N+:22]([O-:24])=[O:23])[CH:20]=3)[N:15]([C:25]([C:38]3[CH:43]=[CH:42][CH:41]=[CH:40][CH:39]=3)([C:32]3[CH:37]=[CH:36][CH:35]=[CH:34][CH:33]=3)[C:26]3[CH:31]=[CH:30][CH:29]=[CH:28][CH:27]=3)[N:14]=2)[CH:10]=[CH:9][N:8]=1.